Dataset: Full USPTO retrosynthesis dataset with 1.9M reactions from patents (1976-2016). Task: Predict the reactants needed to synthesize the given product. (1) Given the product [CH2:1]([O:3][CH2:4][C:5]1[N:6]([NH:18][CH2:19][CH2:20][CH:21]([CH3:22])[CH3:23])[C:7]2[C:16]3[CH:15]=[CH:14][CH:13]=[CH:12][C:11]=3[N:10]=[CH:9][C:8]=2[N:17]=1)[CH3:2], predict the reactants needed to synthesize it. The reactants are: [CH2:1]([O:3][CH2:4][C:5]1[N:6]([N:18]=[CH:19][CH2:20][CH:21]([CH3:23])[CH3:22])[C:7]2[C:16]3[CH:15]=[CH:14][CH:13]=[CH:12][C:11]=3[N:10]=[CH:9][C:8]=2[N:17]=1)[CH3:2].[BH4-].[Na+]. (2) The reactants are: [OH:1][C:2]([C:16]([F:19])([F:18])[F:17])([CH2:5][CH:6]1[C:15]2[C:10](=[CH:11][CH:12]=[CH:13][CH:14]=2)[S:9][CH2:8][CH2:7]1)[CH:3]=O.[NH2:20][C:21]1[CH:30]=[CH:29][CH:28]=[C:27]2[C:22]=1[CH:23]=[N:24][C:25]([CH3:31])=[N:26]2. Given the product [S:9]1[C:10]2[C:15](=[CH:14][CH:13]=[CH:12][CH:11]=2)[CH:6]([CH2:5][C:2]([C:16]([F:19])([F:18])[F:17])([OH:1])[CH:3]=[N:20][C:21]2[CH:30]=[CH:29][CH:28]=[C:27]3[C:22]=2[CH:23]=[N:24][C:25]([CH3:31])=[N:26]3)[CH2:7][CH2:8]1, predict the reactants needed to synthesize it. (3) Given the product [Br:1][C:2]1[CH:3]=[C:4]([S:8]([N:11]2[CH2:20][CH2:19][C:18]3[C@:13]([CH2:31][O:32][CH2:38][CH:35]4[CH2:37][CH2:36]4)([CH2:14][C:15]4[CH:23]=[N:22][N:21]([C:24]5[CH:25]=[CH:26][C:27]([F:30])=[CH:28][CH:29]=5)[C:16]=4[CH:17]=3)[CH2:12]2)(=[O:9])=[O:10])[CH:5]=[CH:6][CH:7]=1, predict the reactants needed to synthesize it. The reactants are: [Br:1][C:2]1[CH:3]=[C:4]([S:8]([N:11]2[CH2:20][CH2:19][C:18]3[C@:13]([CH2:31][OH:32])([CH2:14][C:15]4[CH:23]=[N:22][N:21]([C:24]5[CH:29]=[CH:28][C:27]([F:30])=[CH:26][CH:25]=5)[C:16]=4[CH:17]=3)[CH2:12]2)(=[O:10])=[O:9])[CH:5]=[CH:6][CH:7]=1.[OH-].[Na+].[CH:35]1([CH2:38]Br)[CH2:37][CH2:36]1. (4) Given the product [C:1]([C:5]1[CH:10]=[C:9]([C:11]([CH3:14])([CH3:13])[CH3:12])[C:8]([OH:15])=[CH:7][C:6]=1[NH:16][C:17]([C:19]1[C:28](=[O:29])[C:27]2[C:22](=[CH:23][CH:24]=[CH:25][CH:26]=2)[NH:21][CH:20]=1)=[O:18])([CH3:2])([CH3:3])[CH3:4], predict the reactants needed to synthesize it. The reactants are: [C:1]([C:5]1[CH:10]=[C:9]([C:11]([CH3:14])([CH3:13])[CH3:12])[C:8]([OH:15])=[CH:7][C:6]=1[NH:16][C:17]([C:19]1[C:28](=[O:29])[C:27]2[C:22](=[CH:23][CH:24]=[CH:25][CH:26]=2)[N:21](CC2C=CC=CC=2)[CH:20]=1)=[O:18])([CH3:4])([CH3:3])[CH3:2].C([O-])=O.[NH4+]. (5) Given the product [CH2:9]([NH:8][C:5]1[C:4]([NH:11][S:12]([C:15]2[CH:20]=[CH:19][C:18]([O:21][CH3:22])=[CH:17][CH:16]=2)(=[O:14])=[O:13])=[CH:3][C:2]([B:23]2[O:27][C:26]([CH3:29])([CH3:28])[C:25]([CH3:31])([CH3:30])[O:24]2)=[CH:7][N:6]=1)[CH3:10], predict the reactants needed to synthesize it. The reactants are: Br[C:2]1[CH:3]=[C:4]([NH:11][S:12]([C:15]2[CH:20]=[CH:19][C:18]([O:21][CH3:22])=[CH:17][CH:16]=2)(=[O:14])=[O:13])[C:5]([NH:8][CH2:9][CH3:10])=[N:6][CH:7]=1.[B:23]1([B:23]2[O:27][C:26]([CH3:29])([CH3:28])[C:25]([CH3:31])([CH3:30])[O:24]2)[O:27][C:26]([CH3:29])([CH3:28])[C:25]([CH3:31])([CH3:30])[O:24]1.C([O-])(=O)C.[K+]. (6) Given the product [Cl:1][C:2]1[CH:7]=[C:6]([O:8][CH3:9])[CH:5]=[CH:4][C:3]=1[CH:10]1[CH2:11][C:16]1([F:19])[F:17], predict the reactants needed to synthesize it. The reactants are: [Cl:1][C:2]1[CH:7]=[C:6]([O:8][CH3:9])[CH:5]=[CH:4][C:3]=1[CH:10]=[CH2:11].[Si]([C:16]([F:19])(F)[F:17])(C)(C)C.[Na+].[I-]. (7) Given the product [CH3:1][S:2][C:3]1[CH:4]=[CH:5][C:6]([C:9]2[C:10]3[O:17][C:16](/[CH:18]=[C:26]4/[C:24](=[O:25])[NH:23][C:21](=[S:22])[NH:20]/4)=[CH:15][C:11]=3[CH:12]=[N:13][CH:14]=2)=[CH:7][CH:8]=1, predict the reactants needed to synthesize it. The reactants are: [CH3:1][S:2][C:3]1[CH:8]=[CH:7][C:6]([C:9]2[C:10]3[O:17][C:16]([CH:18]=O)=[CH:15][C:11]=3[CH:12]=[N:13][CH:14]=2)=[CH:5][CH:4]=1.[NH:20]1[CH2:26][C:24](=[O:25])[NH:23][C:21]1=[S:22].C([O-])(=O)C.[Na+].